This data is from CYP1A2 inhibition data for predicting drug metabolism from PubChem BioAssay. The task is: Regression/Classification. Given a drug SMILES string, predict its absorption, distribution, metabolism, or excretion properties. Task type varies by dataset: regression for continuous measurements (e.g., permeability, clearance, half-life) or binary classification for categorical outcomes (e.g., BBB penetration, CYP inhibition). Dataset: cyp1a2_veith. (1) The drug is COc1ccc(S(=O)(=O)N(CC(=O)NCC2CCCO2)c2ccc(F)cc2)cc1OC. The result is 0 (non-inhibitor). (2) The molecule is O=C(c1cc(C(F)(F)F)cc(C(F)(F)F)c1)N1CCC2(CC1)CN(c1ccncc1)C2. The result is 0 (non-inhibitor). (3) The compound is COCCn1c(=O)cnc2cnc(Nc3ccccc3)nc21. The result is 1 (inhibitor). (4) The drug is O=C(C1CCN(S(=O)(=O)c2cccc3nsnc23)CC1)N1CCN(c2ccccc2F)CC1. The result is 0 (non-inhibitor).